From a dataset of Reaction yield outcomes from USPTO patents with 853,638 reactions. Predict the reaction yield, written as a fraction of the theoretical maximum amount of product (1.0 means a 100% yield; for example, 0.34 means a 34% yield). (1) The reactants are [CH3:1][O:2][C:3]1[CH:4]=[C:5]([CH:8]=[CH:9][CH:10]=1)[CH2:6][NH2:7].[Cl:11][C:12]1[N:17]=[C:16](Cl)[C:15]([Cl:19])=[CH:14][N:13]=1.C(=O)([O-])[O-].[K+].[K+]. The catalyst is CN(C)C=O. The product is [Cl:11][C:12]1[N:17]=[C:16]([NH:7][CH2:6][C:5]2[CH:8]=[CH:9][CH:10]=[C:3]([O:2][CH3:1])[CH:4]=2)[C:15]([Cl:19])=[CH:14][N:13]=1. The yield is 0.920. (2) The reactants are [O:1]=[C:2]1[C:10]2([C:14]3=[CH:15][C:16]4[O:20][CH2:19][O:18][C:17]=4[CH:21]=[C:13]3[O:12][CH2:11]2)[C:9]2[C:4](=[CH:5][CH:6]=[CH:7][CH:8]=2)[N:3]1[CH2:22][C:23]([O:25]CC)=[O:24].O.[OH-].[Li+].Cl. The catalyst is C1COCC1.O. The product is [O:1]=[C:2]1[C:10]2([C:14]3=[CH:15][C:16]4[O:20][CH2:19][O:18][C:17]=4[CH:21]=[C:13]3[O:12][CH2:11]2)[C:9]2[C:4](=[CH:5][CH:6]=[CH:7][CH:8]=2)[N:3]1[CH2:22][C:23]([OH:25])=[O:24]. The yield is 0.870. (3) The reactants are [C:1]([C:5]1[CH:14]=[CH:13][C:8]([C:9]([NH:11][NH2:12])=[O:10])=[CH:7][CH:6]=1)([CH3:4])([CH3:3])[CH3:2].[CH:15]1[CH:20]=[CH:19][C:18]([C:21](/[CH:23]=[N:24]/[OH:25])=O)=[CH:17][CH:16]=1. The catalyst is C(O)(=O)C.C(O)C. The product is [C:1]([C:5]1[CH:14]=[CH:13][C:8]([C:9]([NH:11][N:12]=[C:21]([C:18]2[CH:19]=[CH:20][CH:15]=[CH:16][CH:17]=2)[CH:23]=[N:24][OH:25])=[O:10])=[CH:7][CH:6]=1)([CH3:4])([CH3:2])[CH3:3]. The yield is 0.220. (4) The reactants are [H-].[Na+].[C:3]1([OH:9])[CH:8]=[CH:7][CH:6]=[CH:5][CH:4]=1.Br[CH:11]([CH3:17])[C:12]([O:14][CH2:15][CH3:16])=[O:13]. The catalyst is CN(C=O)C. The product is [O:9]([CH:11]([CH3:17])[C:12]([O:14][CH2:15][CH3:16])=[O:13])[C:3]1[CH:8]=[CH:7][CH:6]=[CH:5][CH:4]=1. The yield is 0.857. (5) The reactants are [Br:1][C:2]1[CH:3]=[C:4]2[C:8](=[CH:9][C:10]=1[N+:11]([O-:13])=[O:12])[NH:7][CH2:6][CH2:5]2.C(C1C(=O)C(Cl)=C(Cl)C(=O)C=1C#N)#N. The catalyst is O1CCOCC1. The product is [Br:1][C:2]1[CH:3]=[C:4]2[C:8](=[CH:9][C:10]=1[N+:11]([O-:13])=[O:12])[NH:7][CH:6]=[CH:5]2. The yield is 0.380. (6) The reactants are [CH3:1][O:2][C:3](=[O:24])[C:4]1[C:5](=[C:10]([CH3:23])[C:11](OS(C(F)(F)F)(=O)=O)=[CH:12][C:13]=1[OH:14])[C:6]([O:8][CH3:9])=[O:7].[Cl-].[Li+].[C:27]1([As](C2C=CC=CC=2)C2C=CC=CC=2)C=CC=C[CH:28]=1.C(C([Sn])=C(CCCC)CCCC)CCC.[F-].[K+]. The catalyst is CN1CCCC1=O.CCOC(C)=O. The product is [CH3:1][O:2][C:3](=[O:24])[C:4]1[C:5](=[C:10]([CH3:23])[C:11]([CH:27]=[CH2:28])=[CH:12][C:13]=1[OH:14])[C:6]([O:8][CH3:9])=[O:7]. The yield is 0.870. (7) The reactants are [F:1][C:2]1[CH:3]=[CH:4][C:5]([C:8]2[C:12]([C:13](O)=[O:14])=[CH:11][O:10][N:9]=2)=[N:6][CH:7]=1.N1C=CC=CC=1C1C(C(O)=O)=CON=1. No catalyst specified. The product is [F:1][C:2]1[CH:3]=[CH:4][C:5]([C:8]2[C:12]([CH2:13][OH:14])=[CH:11][O:10][N:9]=2)=[N:6][CH:7]=1. The yield is 0.700. (8) The reactants are [O:1]=[C:2]([C:16]1[N:20]([CH3:21])[N:19]=[C:18]([CH3:22])[C:17]=1[CH3:23])[CH:3]([C:6]1[CH:11]=[CH:10][C:9]([C:12]([CH3:15])([CH3:14])[CH3:13])=[CH:8][CH:7]=1)[C:4]#[N:5].[C:24](Cl)(=[O:29])[C:25]([CH3:28])([CH3:27])[CH3:26]. The catalyst is C1(C)C(C)=CC=CC=1. The product is [CH3:26][C:25]([CH3:28])([CH3:27])[C:24]([O:1]/[C:2](/[C:16]1[N:20]([CH3:21])[N:19]=[C:18]([CH3:22])[C:17]=1[CH3:23])=[C:3](\[C:6]1[CH:7]=[CH:8][C:9]([C:12]([CH3:15])([CH3:14])[CH3:13])=[CH:10][CH:11]=1)/[C:4]#[N:5])=[O:29]. The yield is 0.956.